Task: Regression. Given a peptide amino acid sequence and an MHC pseudo amino acid sequence, predict their binding affinity value. This is MHC class I binding data.. Dataset: Peptide-MHC class I binding affinity with 185,985 pairs from IEDB/IMGT (1) The peptide sequence is EPIVGAETF. The MHC is HLA-A02:01 with pseudo-sequence HLA-A02:01. The binding affinity (normalized) is 0.0847. (2) The peptide sequence is EAFPYEITE. The MHC is HLA-B07:02 with pseudo-sequence HLA-B07:02. The binding affinity (normalized) is 0.0847. (3) The peptide sequence is MRDHTITLL. The MHC is Mamu-B1001 with pseudo-sequence Mamu-B1001. The binding affinity (normalized) is 0.808. (4) The peptide sequence is KLADYLLLQ. The MHC is HLA-B15:17 with pseudo-sequence HLA-B15:17. The binding affinity (normalized) is 0.0847. (5) The peptide sequence is LLNVKMALDI. The MHC is HLA-A02:03 with pseudo-sequence HLA-A02:03. The binding affinity (normalized) is 0.591. (6) The peptide sequence is SLADQLIHL. The MHC is HLA-A02:12 with pseudo-sequence HLA-A02:12. The binding affinity (normalized) is 0.898.